Dataset: Full USPTO retrosynthesis dataset with 1.9M reactions from patents (1976-2016). Task: Predict the reactants needed to synthesize the given product. (1) Given the product [CH3:152][C:150]([CH3:151])([CH3:153])[C@H:149]([NH:154][C:155](=[O:167])[C@@H:156]([NH:158][CH3:159])[CH3:157])[C:148]([N:146]1[C@H:145]([C:169](=[O:181])[NH:170][C@H:171]2[C:180]3[C:175](=[CH:176][CH:177]=[CH:178][CH:179]=3)[CH2:174][CH2:173][CH2:172]2)[CH2:144][C@H:143]([NH:142][C:110]([C:109]2[CH:113]=[CH:114][C:106]([CH2:105][NH:104][C:33]3[CH:34]=[CH:35][C:36]([CH2:39][C@H:40]([NH:66][C:67](=[O:72])[C@@H:68]([NH:70][CH3:71])[CH3:69])[C:41]([N:43]4[C@H:52]([C:53]([NH:55][C@H:56]5[C:65]6[C:60](=[CH:61][CH:62]=[CH:63][CH:64]=6)[CH2:59][CH2:58][CH2:57]5)=[O:54])[CH2:51][C:50]5[C:45](=[CH:46][CH:47]=[CH:48][CH:49]=5)[CH2:44]4)=[O:42])=[CH:37][CH:38]=3)=[CH:107][CH:108]=2)=[O:112])[CH2:147]1)=[O:168], predict the reactants needed to synthesize it. The reactants are: CC(C)(C)[C@H](NC(=O)[C@@H](NC)C)C(N1[C@H](C(=O)N[C@H]2C3C(=CC=CC=3)CCC2)C[C@H](NC(C2C=CC(CO[C:33]3[CH:38]=[CH:37][C:36]([CH2:39][C@H:40]([NH:66][C:67](=[O:72])[C@@H:68]([NH:70][CH3:71])[CH3:69])[C:41]([N:43]4[C@H:52]([C:53]([NH:55][C@H:56]5[C:65]6[C:60](=[CH:61][CH:62]=[CH:63][CH:64]=6)[CH2:59][CH2:58][CH2:57]5)=[O:54])[CH2:51][C:50]5[C:45](=[CH:46][CH:47]=[CH:48][CH:49]=5)[CH2:44]4)=[O:42])=[CH:35][CH:34]=3)=CC=2)=O)C1)=O.C(OC(N(C)[C@@H](C)C(N[C@H](C(=O)N1[C@H](C(=O)N[C@H]2C3C(=CC=CC=3)CCC2)CC2C(=CC=CC=2)C1)CC1C=CC([NH:104][CH2:105][C:106]2[CH:114]=[CH:113][C:109]([C:110]([OH:112])=O)=[CH:108][CH:107]=2)=CC=1)=O)=O)(C)(C)C.[NH2:142][C@@H:143]1[CH2:147][N:146]([C:148](=[O:168])[C@@H:149]([NH:154][C:155](=[O:167])[C@@H:156]([N:158](C)[C:159](=O)OC(C)(C)C)[CH3:157])[C:150]([CH3:153])([CH3:152])[CH3:151])[C@H:145]([C:169](=[O:181])[NH:170][C@H:171]2[C:180]3[C:175](=[CH:176][CH:177]=[CH:178][CH:179]=3)[CH2:174][CH2:173][CH2:172]2)[CH2:144]1. (2) Given the product [Cl:20][C:18]1[CH:11]=[C:12]([N:8]=[C:1]=[S:2])[CH:15]=[C:16]([Cl:30])[C:17]=1[S:21][C:22]1[CH:23]=[CH:24][C:25]([C:26]#[N:27])=[CH:28][CH:29]=1, predict the reactants needed to synthesize it. The reactants are: [C:1]([N:8]1[CH:12]=[CH:11]N=C1)(N1C=CN=C1)=[S:2].NC1C=[C:18]([Cl:20])[C:17]([S:21][C:22]2[CH:29]=[CH:28][C:25]([C:26]#[N:27])=[CH:24][CH:23]=2)=[C:16]([Cl:30])[CH:15]=1. (3) Given the product [CH3:14][C:13]([OH:15])([CH3:1])[CH2:12][C:8]1[CH:9]=[CH:10][CH:11]=[C:6]([C:5]([F:16])([F:17])[F:4])[CH:7]=1, predict the reactants needed to synthesize it. The reactants are: [CH3:1][Mg]Br.[F:4][C:5]([F:17])([F:16])[C:6]1[CH:7]=[C:8]([CH2:12][C:13](=[O:15])[CH3:14])[CH:9]=[CH:10][CH:11]=1.[Cl-].[NH4+]. (4) Given the product [CH3:1][O:2][C:3](=[O:15])[CH:4]([CH2:35][C:36]1[CH:41]=[CH:40][CH:39]=[CH:38][CH:37]=1)[CH2:5][CH2:6][CH2:7][CH2:8][C:9]1[CH:10]=[CH:11][CH:12]=[CH:13][CH:14]=1, predict the reactants needed to synthesize it. The reactants are: [CH3:1][O:2][C:3](=[O:15])[CH2:4][CH2:5][CH2:6][CH2:7][CH2:8][C:9]1[CH:14]=[CH:13][CH:12]=[CH:11][CH:10]=1.CCCCCC.C([N-]C(C)C)(C)C.[Li+].O1CCCC1.[CH2:35](Br)[C:36]1[CH:41]=[CH:40][CH:39]=[CH:38][CH:37]=1.